From a dataset of Full USPTO retrosynthesis dataset with 1.9M reactions from patents (1976-2016). Predict the reactants needed to synthesize the given product. (1) Given the product [N+:17]([C:20]1[CH:25]=[CH:24][C:23]([CH2:26][CH2:27][N:28]2[CH2:33][CH2:32][N:31]([CH2:11][CH2:10][C:7]3[CH:8]=[CH:9][C:4]([N+:1]([O-:3])=[O:2])=[C:5]([C:13]([F:16])([F:15])[F:14])[CH:6]=3)[CH2:30][C:29]2=[O:34])=[CH:22][CH:21]=1)([O-:19])=[O:18], predict the reactants needed to synthesize it. The reactants are: [N+:1]([C:4]1[CH:9]=[CH:8][C:7]([CH2:10][CH:11]=O)=[CH:6][C:5]=1[C:13]([F:16])([F:15])[F:14])([O-:3])=[O:2].[N+:17]([C:20]1[CH:25]=[CH:24][C:23]([CH2:26][CH2:27][N:28]2[CH2:33][CH2:32][NH:31][CH2:30][C:29]2=[O:34])=[CH:22][CH:21]=1)([O-:19])=[O:18].C([BH3-])#N.[Na+]. (2) Given the product [C:30]([O:34][C:35]([N:37]1[CH2:42][CH2:41][CH2:40][CH:39]([NH:43][C:18]([NH:17][C@H:16]2[CH2:15][O:14][C@@H:13]3[C@@H:9]([O:8][C:7]4[C:2]([CH3:1])=[N:3][CH:4]=[CH:5][CH:6]=4)[CH2:10][O:11][C@H:12]23)=[O:19])[CH2:38]1)=[O:36])([CH3:33])([CH3:31])[CH3:32], predict the reactants needed to synthesize it. The reactants are: [CH3:1][C:2]1[C:7]([O:8][C@@H:9]2[C@H:13]3[O:14][CH2:15][C@H:16]([NH2:17])[C@H:12]3[O:11][CH2:10]2)=[CH:6][CH:5]=[CH:4][N:3]=1.[C:18](N1C=CN=C1)(N1C=CN=C1)=[O:19].[C:30]([O:34][C:35]([N:37]1[CH2:42][CH2:41][CH2:40][CH:39]([NH2:43])[CH2:38]1)=[O:36])([CH3:33])([CH3:32])[CH3:31]. (3) Given the product [ClH:1].[NH2:51][CH2:50][C@H:47]1[CH2:46][CH2:45][C@H:44]([C:42]([NH:41][C@@H:27]([CH2:26][C:23]2[CH:24]=[CH:25][C:20]([C:17]3[CH:18]=[CH:19][C:14]([S:11](=[O:12])(=[O:13])[NH:10][CH:7]4[CH2:8][CH2:9][CH:4]([N:3]([CH3:63])[CH3:2])[CH2:5][CH2:6]4)=[CH:15][C:16]=3[C:59]([F:60])([F:61])[F:62])=[CH:21][CH:22]=2)[C:28](=[O:40])[NH:29][C:30]2[CH:39]=[CH:38][C:33]3[NH:34][C:35](=[O:37])[NH:36][C:32]=3[CH:31]=2)=[O:43])[CH2:49][CH2:48]1, predict the reactants needed to synthesize it. The reactants are: [ClH:1].[CH3:2][N:3]([CH3:63])[CH:4]1[CH2:9][CH2:8][CH:7]([NH:10][S:11]([C:14]2[CH:19]=[CH:18][C:17]([C:20]3[CH:25]=[CH:24][C:23]([CH2:26][C@H:27]([NH:41][C:42]([C@H:44]4[CH2:49][CH2:48][C@H:47]([CH2:50][NH:51]C(=O)OC(C)(C)C)[CH2:46][CH2:45]4)=[O:43])[C:28](=[O:40])[NH:29][C:30]4[CH:39]=[CH:38][C:33]5[NH:34][C:35](=[O:37])[NH:36][C:32]=5[CH:31]=4)=[CH:22][CH:21]=3)=[C:16]([C:59]([F:62])([F:61])[F:60])[CH:15]=2)(=[O:13])=[O:12])[CH2:6][CH2:5]1. (4) Given the product [Cl:1][C:2]1[N:7]=[C:6]([CH3:8])[C:5]([NH:9][C:17](=[O:18])[O:19][C:20]([CH3:23])([CH3:22])[CH3:21])=[CH:4][N:3]=1, predict the reactants needed to synthesize it. The reactants are: [Cl:1][C:2]1[N:7]=[C:6]([CH3:8])[C:5]([NH2:9])=[CH:4][N:3]=1.C(N(CC)CC)C.[C:17](O[C:17]([O:19][C:20]([CH3:23])([CH3:22])[CH3:21])=[O:18])([O:19][C:20]([CH3:23])([CH3:22])[CH3:21])=[O:18]. (5) The reactants are: [NH:1]1[CH2:6][CH2:5][CH:4]([C:7]#[N:8])[CH2:3][CH2:2]1.Cl[C:10]1[CH:15]=[CH:14][C:13]([N+:16]([O-:18])=[O:17])=[CH:12][N:11]=1.C(=O)([O-])[O-].[K+].[K+]. Given the product [N+:16]([C:13]1[CH:14]=[CH:15][C:10]([N:1]2[CH2:6][CH2:5][CH:4]([C:7]#[N:8])[CH2:3][CH2:2]2)=[N:11][CH:12]=1)([O-:18])=[O:17], predict the reactants needed to synthesize it. (6) Given the product [CH3:12][O:11][C:4]1[CH:3]=[C:2]([C:16]2[CH:17]=[CH:18][N:13]=[CH:14][CH:15]=2)[CH:7]=[CH:6][C:5]=1[N+:8]([O-:10])=[O:9], predict the reactants needed to synthesize it. The reactants are: Cl[C:2]1[CH:7]=[CH:6][C:5]([N+:8]([O-:10])=[O:9])=[C:4]([O:11][CH3:12])[CH:3]=1.[N:13]1[CH:18]=[CH:17][C:16](B(O)O)=[CH:15][CH:14]=1.C([O-])([O-])=O.[Na+].[Na+]. (7) Given the product [F:1][C:2]1[C:7]([O:8][CH3:9])=[CH:6][CH:5]=[C:4]2[C:3]=1[N:10]=[C:11]([CH3:26])[CH:20]=[CH:19]2, predict the reactants needed to synthesize it. The reactants are: [F:1][C:2]1[C:7]([O:8][CH3:9])=[CH:6][CH:5]=[CH:4][C:3]=1[NH:10][C:11](=O)OC(C)(C)C.Cl.[CH:19](=O)/[CH:20]=C/C.[OH-].[NH4+].[CH3:26]O. (8) Given the product [NH2:1][CH2:2][C:3]1[CH:8]=[C:7]([C:30]2[N:35]=[C:34]([CH2:36][N:37]3[CH2:42][CH2:41][N:40]([C:43]([O:45][C:46]([CH3:49])([CH3:48])[CH3:47])=[O:44])[C@@H:39]([CH3:50])[CH2:38]3)[CH:33]=[CH:32][CH:31]=2)[CH:6]=[CH:5][CH:4]=1, predict the reactants needed to synthesize it. The reactants are: [NH2:1][CH2:2][C:3]1[CH:4]=[C:5](C2SC(CN3CCN(C(OC(C)(C)C)=O)[C@@H](C)C3)=CC=2)[CH:6]=[CH:7][CH:8]=1.Br[C:30]1[N:35]=[C:34]([CH2:36][N:37]2[CH2:42][CH2:41][N:40]([C:43]([O:45][C:46]([CH3:49])([CH3:48])[CH3:47])=[O:44])[C@@H:39]([CH3:50])[CH2:38]2)[CH:33]=[CH:32][CH:31]=1.Cl.NCC1C=C(B(O)O)C=CC=1. (9) Given the product [N:9]1([C:7]2[CH:8]=[CH:15][NH:5][C:4](=[S:6])[C:3]=2[C:1]#[N:2])[CH2:10][CH2:11][CH2:12][CH2:13][CH2:14]1, predict the reactants needed to synthesize it. The reactants are: [C:1](/[C:3](=[C:7](/[N:9]1[CH2:14][CH2:13][CH2:12][CH2:11][CH2:10]1)\[CH3:8])/[C:4](=[S:6])[NH2:5])#[N:2].[CH3:15]OC(OC)N(C)C.[OH-].[Na+].